Dataset: Full USPTO retrosynthesis dataset with 1.9M reactions from patents (1976-2016). Task: Predict the reactants needed to synthesize the given product. (1) Given the product [ClH:26].[CH:1]([NH:4][C:5]([C:7]1[C:15]2[C:10](=[N:11][CH:12]=[C:13]([C:16]3[C:24]4[C:19](=[CH:20][C:21]([Cl:26])=[CH:22][C:23]=4[F:25])[N:18]([CH2:27][CH2:28][N:29]([CH3:31])[CH3:30])[N:17]=3)[N:14]=2)[NH:9][CH:8]=1)=[O:6])([CH3:3])[CH3:2], predict the reactants needed to synthesize it. The reactants are: [CH:1]([NH:4][C:5]([C:7]1[C:15]2[C:10](=[N:11][CH:12]=[C:13]([C:16]3[C:24]4[C:19](=[CH:20][C:21]([Cl:26])=[CH:22][C:23]=4[F:25])[N:18]([CH2:27][CH2:28][N:29]([CH3:31])[CH3:30])[N:17]=3)[N:14]=2)[N:9](COCC[Si](C)(C)C)[CH:8]=1)=[O:6])([CH3:3])[CH3:2].FC(F)(F)C(O)=O.C(N)CN.Cl. (2) Given the product [CH2:14]([C:16]1[CH:17]=[CH:18][C:19]([CH:22]2[CH2:27][N:26]([C:2]([O:4][C:5]3[CH:10]=[CH:9][C:8]([N+:11]([O-:13])=[O:12])=[CH:7][CH:6]=3)=[O:3])[CH2:25][CH:24]([C:28]([O:30][CH2:31][CH3:32])=[O:29])[CH2:23]2)=[CH:20][CH:21]=1)[CH3:15], predict the reactants needed to synthesize it. The reactants are: Cl[C:2]([O:4][C:5]1[CH:10]=[CH:9][C:8]([N+:11]([O-:13])=[O:12])=[CH:7][CH:6]=1)=[O:3].[CH2:14]([C:16]1[CH:21]=[CH:20][C:19]([CH:22]2[CH2:27][NH:26][CH2:25][CH:24]([C:28]([O:30][CH2:31][CH3:32])=[O:29])[CH2:23]2)=[CH:18][CH:17]=1)[CH3:15].C(N(CC)CC)C. (3) Given the product [CH3:14][C:12]1[C:11]([C:15]([F:17])([F:16])[F:18])=[CH:10][C:9]2[NH:19][C:20](=[O:37])[CH2:21][C:22]([C:24]3[CH:29]=[CH:28][CH:27]=[C:26]([C:30]4[C:31]([CH3:36])=[N:32][CH:33]=[CH:34][CH:35]=4)[CH:25]=3)=[N:7][C:8]=2[CH:13]=1, predict the reactants needed to synthesize it. The reactants are: C(OC(=O)[NH:7][C:8]1[CH:13]=[C:12]([CH3:14])[C:11]([C:15]([F:18])([F:17])[F:16])=[CH:10][C:9]=1[NH:19][C:20](=[O:37])[CH2:21][C:22]([C:24]1[CH:29]=[CH:28][CH:27]=[C:26]([C:30]2[C:31]([CH3:36])=[N:32][CH:33]=[CH:34][CH:35]=2)[CH:25]=1)=O)(C)(C)C.C(O)(C(F)(F)F)=O. (4) Given the product [F:1][C:2]1[C:11]2[N:10]=[C:9]([CH:12]([CH3:13])[CH3:14])[C:8]([CH2:15][C:16]3[CH:21]=[CH:20][C:19]([N:22]4[CH:26]=[CH:25][CH:24]=[N:23]4)=[CH:18][CH:17]=3)=[C:7]([CH3:27])[C:6]=2[C:5]([OH:28])=[CH:4][CH:3]=1, predict the reactants needed to synthesize it. The reactants are: [F:1][C:2]1[C:11]2[N:10]=[C:9]([C:12]([CH3:14])=[CH2:13])[C:8]([CH2:15][C:16]3[CH:21]=[CH:20][C:19]([N:22]4[CH:26]=[CH:25][CH:24]=[N:23]4)=[CH:18][CH:17]=3)=[C:7]([CH3:27])[C:6]=2[C:5]([OH:28])=[CH:4][CH:3]=1.